From a dataset of Full USPTO retrosynthesis dataset with 1.9M reactions from patents (1976-2016). Predict the reactants needed to synthesize the given product. (1) Given the product [CH3:1][N:2]1[C:6]2[C:7]3[CH:8]=[C:9]([C:33]4[CH:34]=[CH:35][CH:36]=[CH:37][CH:38]=4)[C:10]([C:15]4[CH:20]=[CH:19][C:18]([C:21]5([NH2:25])[CH2:22][CH2:23][CH2:24]5)=[CH:17][CH:16]=4)=[N:11][C:12]=3[CH2:13][CH2:14][C:5]=2[CH:4]=[N:3]1, predict the reactants needed to synthesize it. The reactants are: [CH3:1][N:2]1[C:6]2[C:7]3[CH:8]=[C:9]([C:33]4[CH:38]=[CH:37][CH:36]=[CH:35][CH:34]=4)[C:10]([C:15]4[CH:20]=[CH:19][C:18]([C:21]5([NH:25]C(=O)OC(C)(C)C)[CH2:24][CH2:23][CH2:22]5)=[CH:17][CH:16]=4)=[N:11][C:12]=3[CH2:13][CH2:14][C:5]=2[CH:4]=[N:3]1. (2) The reactants are: [C:1]([N:8]1[CH2:13][CH2:12][C:11](=[O:14])[CH2:10][CH2:9]1)([O:3][C:4]([CH3:7])([CH3:6])[CH3:5])=[O:2].[I-].[CH3:16][S+](C)(C)=O.CC(C)([O-])C.[K+]. Given the product [O:14]1[C:11]2([CH2:12][CH2:13][N:8]([C:1]([O:3][C:4]([CH3:7])([CH3:6])[CH3:5])=[O:2])[CH2:9][CH2:10]2)[CH2:16]1, predict the reactants needed to synthesize it.